From a dataset of Full USPTO retrosynthesis dataset with 1.9M reactions from patents (1976-2016). Predict the reactants needed to synthesize the given product. (1) Given the product [Cl:1][C:2]1[C:3]2[N:4]([C:8]([CH2:15][CH2:16][O:17][C:24]3[CH:23]=[CH:22][C:21]([O:20][C:19]([F:18])([F:28])[F:29])=[CH:26][CH:25]=3)=[C:9]([C:11]([O:13][CH3:14])=[O:12])[N:10]=2)[CH:5]=[CH:6][N:7]=1, predict the reactants needed to synthesize it. The reactants are: [Cl:1][C:2]1[C:3]2[N:4]([C:8]([CH2:15][CH2:16][OH:17])=[C:9]([C:11]([O:13][CH3:14])=[O:12])[N:10]=2)[CH:5]=[CH:6][N:7]=1.[F:18][C:19]([F:29])([F:28])[O:20][C:21]1[CH:26]=[CH:25][C:24](O)=[CH:23][CH:22]=1.C1C=CC(P(C2C=CC=CC=2)C2C=CC=CC=2)=CC=1.CC(OC(/N=N/C(OC(C)C)=O)=O)C. (2) Given the product [CH3:17][O:18][C:2]1[N:3]=[CH:4][C:5]([C:8]2([C:9]#[N:10])[CH2:15][CH2:14]2)=[N:6][CH:7]=1, predict the reactants needed to synthesize it. The reactants are: Cl[C:2]1[N:3]=[CH:4][C:5]([CH2:8][C:9]#[N:10])=[N:6][CH:7]=1.[H-].[Na+].Br[CH2:14][CH2:15]Cl.[CH3:17][OH:18]. (3) The reactants are: [Cl:1][C:2]1[CH:3]=[CH:4][C:5]2[N:11]3[CH:12]=C[N:14]=[C:10]3[C@@H:9]([CH2:15][CH:16]3[O:20][CH2:19][CH2:18][O:17]3)[O:8][C@H:7]([C:21]3[CH:26]=[CH:25][CH:24]=[C:23]([O:27][CH3:28])[C:22]=3[O:29][CH3:30])[C:6]=2[CH:31]=1.[Cl:32]N1C(=O)CCC1=O.[C:40]([Cl:44])(Cl)(Cl)Cl. Given the product [Cl:32][C:12]1[N:11]2[C:5]3[CH:4]=[CH:3][C:2]([Cl:1])=[CH:31][C:6]=3[C@@H:7]([C:21]3[CH:26]=[CH:25][CH:24]=[C:23]([O:27][CH3:28])[C:22]=3[O:29][CH3:30])[O:8][C@H:9]([CH2:15][CH:16]3[O:20][CH2:19][CH2:18][O:17]3)[C:10]2=[N:14][C:40]=1[Cl:44], predict the reactants needed to synthesize it. (4) Given the product [F:10][C:8]([C:4]1[CH:3]=[C:2]([NH:19][C:12](=[O:13])[O:14][C:15]([CH3:18])([CH3:17])[CH3:16])[CH:7]=[CH:6][N:5]=1)([F:11])[CH3:9], predict the reactants needed to synthesize it. The reactants are: Cl[C:2]1[CH:7]=[CH:6][N:5]=[C:4]([C:8]([F:11])([F:10])[CH3:9])[CH:3]=1.[C:12]([NH2:19])([O:14][C:15]([CH3:18])([CH3:17])[CH3:16])=[O:13].CC(C1C=C(C(C)C)C(C2C=CC=CC=2P(C2CCCCC2)C2CCCCC2)=C(C(C)C)C=1)C.